Dataset: Peptide-MHC class II binding affinity with 134,281 pairs from IEDB. Task: Regression. Given a peptide amino acid sequence and an MHC pseudo amino acid sequence, predict their binding affinity value. This is MHC class II binding data. (1) The peptide sequence is QAMASTEGNVTGMFA. The MHC is DRB1_0401 with pseudo-sequence DRB1_0401. The binding affinity (normalized) is 0.373. (2) The peptide sequence is ASTVHATATIPLQAS. The MHC is DRB1_0701 with pseudo-sequence DRB1_0701. The binding affinity (normalized) is 0.644. (3) The peptide sequence is GEIYKRWIILGLNKIVRMY. The MHC is DRB4_0101 with pseudo-sequence DRB4_0103. The binding affinity (normalized) is 0.545. (4) The peptide sequence is AFKPVLVDEGRKVAI. The MHC is HLA-DQA10201-DQB10301 with pseudo-sequence HLA-DQA10201-DQB10301. The binding affinity (normalized) is 0.342. (5) The peptide sequence is GELQIVDKCDAAFKI. The MHC is DRB1_0401 with pseudo-sequence DRB1_0401. The binding affinity (normalized) is 0.253. (6) The peptide sequence is YGFVANFSMELPSFG. The MHC is DRB1_0802 with pseudo-sequence DRB1_0802. The binding affinity (normalized) is 0.346. (7) The peptide sequence is FAEGLSGEPKGAAESSSKAA. The MHC is DRB1_0401 with pseudo-sequence DRB1_0401. The binding affinity (normalized) is 0.474. (8) The peptide sequence is STIFPFRRLFMVAEV. The MHC is DRB1_1101 with pseudo-sequence DRB1_1101. The binding affinity (normalized) is 0.969. (9) The binding affinity (normalized) is 0.492. The MHC is DRB1_0404 with pseudo-sequence DRB1_0404. The peptide sequence is GELQIVDKIDAYFKI. (10) The peptide sequence is PQAQGSKQPQELP. The MHC is HLA-DQA10201-DQB10201 with pseudo-sequence HLA-DQA10201-DQB10202. The binding affinity (normalized) is 0.